From a dataset of Forward reaction prediction with 1.9M reactions from USPTO patents (1976-2016). Predict the product of the given reaction. (1) Given the reactants C([O-])([O-])=O.[Na+].[Na+].[OH:7][C:8]([CH3:41])([CH3:40])[CH2:9][C@@:10]1([C:34]2[CH:39]=[CH:38][CH:37]=[CH:36][CH:35]=2)[O:15][C:14](=[O:16])[N:13]([C@H:17]([C:19]2[CH:24]=[CH:23][C:22](B3OC(C)(C)C(C)(C)O3)=[CH:21][CH:20]=2)[CH3:18])[CH2:12][CH2:11]1.C[O:43][C:44]([C:46]1[CH:51]=[CH:50][C:49](Br)=[CH:48][N:47]=1)=[O:45], predict the reaction product. The product is: [OH:7][C:8]([CH3:40])([CH3:41])[CH2:9][C@@:10]1([C:34]2[CH:39]=[CH:38][CH:37]=[CH:36][CH:35]=2)[O:15][C:14](=[O:16])[N:13]([C@H:17]([C:19]2[CH:20]=[CH:21][C:22]([C:49]3[CH:50]=[CH:51][C:46]([C:44]([OH:43])=[O:45])=[N:47][CH:48]=3)=[CH:23][CH:24]=2)[CH3:18])[CH2:12][CH2:11]1. (2) Given the reactants C([S:4][CH:5]1[CH2:8][N:7]([C:9]2[S:10][CH:11]=[C:12]([CH2:14][NH:15][C:16]([C:18]3[S:19][CH:20]=[CH:21][CH:22]=3)=[O:17])[N:13]=2)[CH2:6]1)(=O)C.C(O)(=O)C.NN.C1(P(O[C:44]2[C@H:45]([CH3:68])[C@H:46]3[C@@H:63]([C@H:64]([OH:66])[CH3:65])[C:62](=[O:67])[N:47]3[C:48]=2[C:49]([O:51][CH2:52][C:53]2[CH:58]=[CH:57][C:56]([N+:59]([O-:61])=[O:60])=[CH:55][CH:54]=2)=[O:50])(C2C=CC=CC=2)=O)C=CC=CC=1.C(N(C(C)C)CC)(C)C.C(=O)([O-])O.[Na+], predict the reaction product. The product is: [S:19]1[CH:20]=[CH:21][CH:22]=[C:18]1[C:16]([NH:15][CH2:14][C:12]1[N:13]=[C:9]([N:7]2[CH2:6][CH:5]([S:4][C:44]3[C@H:45]([CH3:68])[C@@H:46]4[C@@H:63]([C@H:64]([OH:66])[CH3:65])[C:62](=[O:67])[N:47]4[C:48]=3[C:49]([O:51][CH2:52][C:53]3[CH:58]=[CH:57][C:56]([N+:59]([O-:61])=[O:60])=[CH:55][CH:54]=3)=[O:50])[CH2:8]2)[S:10][CH:11]=1)=[O:17].